This data is from Experimentally validated miRNA-target interactions with 360,000+ pairs, plus equal number of negative samples. The task is: Binary Classification. Given a miRNA mature sequence and a target amino acid sequence, predict their likelihood of interaction. (1) The miRNA is hsa-miR-3689a-3p with sequence CUGGGAGGUGUGAUAUCGUGGU. The protein sequence of the target gene is MGQLIAKLMRIFGSQEHKVIIVGLDNAGKTTILYQFLTNEVVHTCSTIGSNVEEIVLRKTHFLMWDLGGQEALRSTWDTYYSNAEFVILVIDSTDRNRLLTTREELYKMLAHEALQNASVLIFANKQDVKDSMTTAEISQFLTLSAIKDHPWHIQGCCALTGEGLPAGLQWMQAQATAN. Result: 0 (no interaction). (2) The miRNA is cel-miR-85-3p with sequence UACAAAGUAUUUGAAAAGUCGUGC. The protein sequence of the target gene is MLLFLSVPQPRPPGARTRAGAARLVRWRRRQRLRLLQLRRLRGLLRGLRRRPGTGGRRPSRMALCGQAAGAASLPSELIVHIFSFLPAPDRLRASASCSHWRECLFYPALWPQLRICLRVSPAEQPRLEFLMRKCGWFVRELRVEFAAENYLSGGGGPGDGGSGGGTDTGTGGEDGEALQLSSRWLEVLRIYLELVLCVLLSIRNNRNLQKFSLFGDISVVHQQGSLSSTYLSRVDPDGKKIKQIQQLFEEILSNSRQLKWLSCGFMLEIVTPTSLSSLSNPIANTMEHLSLLDNNIPGN.... Result: 0 (no interaction). (3) The miRNA is hsa-miR-6744-3p with sequence GGGCCUCUCUUGUCAUCCUGCAG. The protein sequence of the target gene is MSSCVSSQPTSDRVAPQDELGSGGGSREGQKPCEALRGLSSLSIHLGMESFIVVTECEPGRGVDLNLARDQPPEADGQELPLEASDPESRSPLSGRKMSLQEPSQGGPASSSNSLDMNGRCICPSLSYSPASSPQSSPRMPRRPTVESHHVSITGLQDCVQLNQYTLKDEIGKGSYGVVKLAYNENDNTYYAMKVLSKKKLIRQAGFPRRPPPRGARPAPGGCIQPRGPIEQVYQEIAILKKLDHPNVVKLVEVLDDPNEDHLYMVFELVNQGPVMEVPTLKPLSEDQARFYFQDLIKGI.... Result: 0 (no interaction). (4) The protein sequence of the target gene is MVGQRVLLLVAFLLSGVLLSEAAKILTISTLGGSHYLLLDRVSQILQEHGHNVTMLHQSGKFLIPDIKEEEKSYQVIRWFSPEDHQKRIKKHFDSYIETALDGRKESEALVKLMEIFGTQCSYLLSRKDIMDSLKNENYDLVFVEAFDFCSFLIAEKLVKPFVAILPTTFGSLDFGLPSPLSYVPVFPSLLTDHMDFWGRVKNFLMFFSFSRSQWDMQSTFDNTIKEHFPEGSRPVLSHLLLKAELWFVNSDFAFDFARPLLPNTVYIGGLMEKPIKPVPQDLDNFIANFGDAGFVLVAF.... Result: 0 (no interaction). The miRNA is hsa-miR-1228-5p with sequence GUGGGCGGGGGCAGGUGUGUG.